Dataset: Full USPTO retrosynthesis dataset with 1.9M reactions from patents (1976-2016). Task: Predict the reactants needed to synthesize the given product. (1) Given the product [CH2:1]([O:3][C:4](=[O:30])[CH2:5][C:6]1[CH:7]=[C:8]([O:25][C:26]([F:27])([F:29])[F:28])[CH:9]=[C:10]2[C:15]=1[O:14][CH:13]([C:16]([F:17])([F:18])[F:19])[C:12]([C:20]([O:22][CH2:23][CH3:24])=[O:21])=[CH:11]2)[CH3:2], predict the reactants needed to synthesize it. The reactants are: [CH2:1]([O:3][C:4]#[C:5][C:6]1[CH:7]=[C:8]([O:25][C:26]([F:29])([F:28])[F:27])[CH:9]=[C:10]2[C:15]=1[O:14][CH:13]([C:16]([F:19])([F:18])[F:17])[C:12]([C:20]([O:22][CH2:23][CH3:24])=[O:21])=[CH:11]2)[CH3:2].[OH:30]S(O)(=O)=O.C([O-])(O)=O.[Na+].C([O-])([O-])=O.[K+].[K+]. (2) Given the product [F:1][C:2]1[CH:3]=[C:4]([C:8]2[CH:9]=[CH:10][C:11](/[CH:14]=[CH:15]/[CH:16]3[N:22]4[CH:21]([CH2:20][CH:19]([OH:18])[CH2:23]4)[CH:24]4[C:32](=[O:33])[N:28]([CH3:27])[C:29](=[O:34])[C@H:30]34)=[N:12][CH:13]=2)[CH:5]=[CH:6][CH:7]=1, predict the reactants needed to synthesize it. The reactants are: [F:1][C:2]1[CH:3]=[C:4]([C:8]2[CH:9]=[CH:10][C:11](/[CH:14]=[CH:15]/[CH:16]=O)=[N:12][CH:13]=2)[CH:5]=[CH:6][CH:7]=1.[OH:18][C@@H:19]1[CH2:23][NH:22][C@H:21]([C:24](O)=O)[CH2:20]1.[CH3:27][N:28]1[C:32](=[O:33])C=[CH:30][C:29]1=[O:34]. (3) The reactants are: [C:1]1([CH:8]=[CH:7][CH:6]=[C:4]([OH:5])[CH:3]=1)[OH:2].[F:9][C:10]1[CH:11]=[C:12]([CH:15]=[CH:16][CH:17]=1)[CH2:13]Br. Given the product [F:9][C:10]1[CH:11]=[C:12]([CH:15]=[CH:16][CH:17]=1)[CH2:13][O:2][C:1]1[CH:3]=[C:4]([OH:5])[CH:6]=[CH:7][CH:8]=1, predict the reactants needed to synthesize it. (4) Given the product [ClH:1].[ClH:1].[F:23][C:24]1([F:31])[CH2:29][CH2:28][CH:27]([NH:3][C@@H:4]2[CH2:6][C@H:5]2[C:7]2[CH:8]=[CH:9][C:10]([F:22])=[C:11]([CH:21]=2)[C:12]([NH:14][C:15]2[S:16][C:17]([CH3:20])=[N:18][N:19]=2)=[O:13])[CH2:26][CH2:25]1, predict the reactants needed to synthesize it. The reactants are: [ClH:1].Cl.[NH2:3][C@@H:4]1[CH2:6][C@H:5]1[C:7]1[CH:8]=[CH:9][C:10]([F:22])=[C:11]([CH:21]=1)[C:12]([NH:14][C:15]1[S:16][C:17]([CH3:20])=[N:18][N:19]=1)=[O:13].[F:23][C:24]1([F:31])[CH2:29][CH2:28][C:27](=O)[CH2:26][CH2:25]1.C(=O)([O-])O.[Na+]. (5) Given the product [CH:15]1[C:24]2[C:19](=[CH:20][CH:21]=[CH:22][CH:23]=2)[CH:18]=[CH:17][C:16]=1[CH2:25][NH:14][CH2:13][CH2:12][CH2:11][N:8]1[CH2:7][CH2:6][N:5]([CH2:4][CH2:3][CH2:2][NH:1][CH2:25][C:16]2[CH:17]=[CH:18][C:19]3[C:24](=[CH:23][CH:22]=[CH:21][CH:20]=3)[CH:15]=2)[CH2:10][CH2:9]1, predict the reactants needed to synthesize it. The reactants are: [NH2:1][CH2:2][CH2:3][CH2:4][N:5]1[CH2:10][CH2:9][N:8]([CH2:11][CH2:12][CH2:13][NH2:14])[CH2:7][CH2:6]1.[CH:15]1[C:24]2[C:19](=[CH:20][CH:21]=[CH:22][CH:23]=2)[CH:18]=[CH:17][C:16]=1[CH:25]=O.[BH4-].[Na+].O. (6) Given the product [CH3:1][O:2][C:3](=[O:26])[CH2:4][C:5]1[C:9]2[C:10]([C:24]#[N:33])=[CH:11][C:12]([O:14][CH2:15][C:16]3[C:17]([CH3:23])=[N:18][C:19]([CH3:22])=[CH:20][CH:21]=3)=[CH:13][C:8]=2[S:7][CH:6]=1, predict the reactants needed to synthesize it. The reactants are: [CH3:1][O:2][C:3](=[O:26])[CH2:4][C:5]1[C:9]2[C:10]([CH:24]=O)=[CH:11][C:12]([O:14][CH2:15][C:16]3[C:17]([CH3:23])=[N:18][C:19]([CH3:22])=[CH:20][CH:21]=3)=[CH:13][C:8]=2[S:7][CH:6]=1.C1COCC1.O.[NH2:33]OS(O)(=O)=O. (7) The reactants are: O=[C:2]([CH:9]1[CH2:14][CH2:13][O:12][CH2:11][CH2:10]1)[CH2:3][C:4]([O:6]CC)=O.[CH3:15][C:16]1[C:21]([C:22]([F:25])([F:24])[F:23])=[CH:20][CH:19]=[CH:18][C:17]=1[CH2:26][C:27]1[C:28]([NH2:33])=[N:29][NH:30][C:31]=1[NH2:32].Cl. Given the product [NH2:32][C:31]1[C:27]([CH2:26][C:17]2[CH:18]=[CH:19][CH:20]=[C:21]([C:22]([F:24])([F:23])[F:25])[C:16]=2[CH3:15])=[C:28]2[N:33]=[C:2]([CH:9]3[CH2:10][CH2:11][O:12][CH2:13][CH2:14]3)[CH:3]=[C:4]([OH:6])[N:29]2[N:30]=1, predict the reactants needed to synthesize it. (8) Given the product [CH3:1][N:2]1[CH2:15][CH2:14][C:5]2[N:6]([CH2:23][CH2:22][C:19]3[S:18][C:17]([CH3:16])=[CH:21][CH:20]=3)[C:7]3[CH:8]=[CH:9][C:10]([CH3:13])=[CH:11][C:12]=3[C:4]=2[CH2:3]1, predict the reactants needed to synthesize it. The reactants are: [CH3:1][N:2]1[CH2:15][CH2:14][C:5]2[NH:6][C:7]3[CH:8]=[CH:9][C:10]([CH3:13])=[CH:11][C:12]=3[C:4]=2[CH2:3]1.[CH3:16][C:17]1[S:18][C:19]([CH:22]=[CH2:23])=[CH:20][CH:21]=1.[OH-].[K+]. (9) Given the product [C:13]([CH:12]([O:18][CH:6]1[CH2:5][CH2:4][CH2:3][CH2:2][O:1]1)[CH2:11][CH2:10][CH2:9][CH2:8][CH3:7])#[CH:20], predict the reactants needed to synthesize it. The reactants are: [O:1]1[CH:6]=[CH:5][CH2:4][CH2:3][CH2:2]1.[CH3:7][C:8]1[CH:9]=[CH:10][C:11](S(O)(=O)=O)=[CH:12][CH:13]=1.[OH2:18].Cl[CH2:20]Cl.